The task is: Predict which catalyst facilitates the given reaction.. This data is from Catalyst prediction with 721,799 reactions and 888 catalyst types from USPTO. (1) Reactant: C([Li])CCC.Br[C:7]1[CH:8]=[C:9]2[C:14](=[CH:15][CH:16]=1)[N:13]=[C:12]([O:17][CH3:18])[C:11]([CH3:19])=[C:10]2[Cl:20].[CH3:21][C:22]1[C:27]([C:28]([C:30]2[N:34]([CH3:35])[N:33]=[N:32][CH:31]=2)=[O:29])=[CH:26][CH:25]=[C:24]([CH3:36])[N:23]=1. Product: [Cl:20][C:10]1[C:9]2[C:14](=[CH:15][CH:16]=[C:7]([C:28]([C:27]3[C:22]([CH3:21])=[N:23][C:24]([CH3:36])=[CH:25][CH:26]=3)([C:30]3[N:34]([CH3:35])[N:33]=[N:32][CH:31]=3)[OH:29])[CH:8]=2)[N:13]=[C:12]([O:17][CH3:18])[C:11]=1[CH3:19]. The catalyst class is: 7. (2) Reactant: [Cl:1][C:2]1[CH:7]=[CH:6][C:5]([N:8]2[CH:12]=[CH:11][C:10]([C:13]([F:16])([F:15])[F:14])=[C:9]2[CH2:17][O:18][C:19]2[C:24](F)=[CH:23][C:22]([CH2:26][CH2:27][C:28](OCC)=[O:29])=[CH:21][C:20]=2F)=[CH:4][CH:3]=1.[H-].[H-].[H-].[H-].[Li+].[Al+3].[C:40]([CH:43](C(C([O-])=O)O)O)([O-])=O.[K+].[Na+].C(OCC)C. The catalyst class is: 1. Product: [Cl:1][C:2]1[CH:3]=[CH:4][C:5]([N:8]2[CH:12]=[CH:11][C:10]([C:13]([F:14])([F:16])[F:15])=[C:9]2[CH2:17][O:18][C:19]2[CH:24]=[CH:23][C:22]([CH2:26][CH2:27][CH2:28][OH:29])=[C:21]([CH3:20])[C:40]=2[CH3:43])=[CH:6][CH:7]=1. (3) Reactant: [Al+3].[Cl-].[Cl-].[Cl-].[C:5]1([OH:11])[CH:10]=[CH:9][CH:8]=[CH:7][CH:6]=1.ClCCl.Cl[C:16]([CH3:24])([CH2:18][CH2:19][C:20](Cl)([CH3:22])[CH3:21])[CH3:17]. Product: [OH:11][C:5]1[CH:10]=[CH:9][C:8]2[C:20]([CH3:22])([CH3:21])[CH2:19][CH2:18][C:16]([CH3:24])([CH3:17])[C:7]=2[CH:6]=1. The catalyst class is: 6. (4) Reactant: [Cl:1][C:2]1[CH:3]=[C:4]([C:25]([O:27]C)=[O:26])[C:5]([CH3:24])=[C:6]([N:8]([CH2:22][CH3:23])[CH:9]2[CH2:14][CH2:13][N:12]([C:15]([O:17][C:18]([CH3:21])([CH3:20])[CH3:19])=[O:16])[CH2:11][CH2:10]2)[CH:7]=1.[Li+].[OH-].[OH-].[Na+].Cl. Product: [C:18]([O:17][C:15]([N:12]1[CH2:11][CH2:10][CH:9]([N:8]([CH2:22][CH3:23])[C:6]2[C:5]([CH3:24])=[C:4]([CH:3]=[C:2]([Cl:1])[CH:7]=2)[C:25]([OH:27])=[O:26])[CH2:14][CH2:13]1)=[O:16])([CH3:21])([CH3:20])[CH3:19]. The catalyst class is: 30. (5) Reactant: [Cl:1][C:2]1[CH:7]=[CH:6][C:5]([C:8]2[S:9][C:10]([CH3:20])=[C:11]([CH:13]3[C:17](=[O:18])[CH2:16][CH2:15][C:14]3=[O:19])[N:12]=2)=[CH:4][CH:3]=1.[C:21](=O)([O-])[O-].[K+].[K+].IC. Product: [Cl:1][C:2]1[CH:7]=[CH:6][C:5]([C:8]2[S:9][C:10]([CH3:20])=[C:11]([C:13]3[C:17](=[O:18])[CH2:16][CH2:15][C:14]=3[O:19][CH3:21])[N:12]=2)=[CH:4][CH:3]=1. The catalyst class is: 21. (6) Reactant: [Al+3].[Cl-].[Cl-].[Cl-].[Br:5][CH2:6][CH2:7][CH2:8][CH2:9][CH2:10][CH2:11][CH2:12][CH2:13][CH2:14][CH2:15][CH2:16][C:17](Cl)=[O:18].[CH-:20]1[CH:24]=[CH:23][CH:22]=[CH:21]1.[CH-:25]1[CH:29]=[CH:28][CH:27]=[CH:26]1.[Fe+2:30].O. Product: [C-:20]1([C:17]([CH2:16][CH2:15][CH2:14][CH2:13][CH2:12][CH2:11][CH2:10][CH2:9][CH2:8][CH2:7][CH2:6][Br:5])=[O:18])[CH:24]=[CH:23][CH:22]=[CH:21]1.[CH-:25]1[CH:29]=[CH:28][CH:27]=[CH:26]1.[Fe+2:30]. The catalyst class is: 2. (7) Reactant: [CH2:1]([O:3][C:4]1[CH:5]=[C:6]([C@H:12]([N:16]2[C:24](=[O:25])[C:23]3[C:18](=[CH:19][CH:20]=[CH:21][C:22]=3[NH:26][C:27]([CH:29]3[CH2:31][CH2:30]3)=[O:28])[CH2:17]2)[CH2:13][CH2:14]O)[CH:7]=[CH:8][C:9]=1[O:10][CH3:11])[CH3:2].C1(P(C2C=CC=CC=2)C2C=CC=CC=2)C=CC=CC=1.[C:51]([OH:54])(=[S:53])[CH3:52].CC(OC(/N=N/C(OC(C)C)=O)=O)C. Product: [CH:29]1([C:27]([NH:26][C:22]2[CH:21]=[CH:20][CH:19]=[C:18]3[C:23]=2[C:24](=[O:25])[N:16]([C@@H:12]([C:6]2[CH:7]=[CH:8][C:9]([O:10][CH3:11])=[C:4]([O:3][CH2:1][CH3:2])[CH:5]=2)[CH2:13][CH2:14][S:53][C:51](=[O:54])[CH3:52])[CH2:17]3)=[O:28])[CH2:31][CH2:30]1. The catalyst class is: 36.